Dataset: Forward reaction prediction with 1.9M reactions from USPTO patents (1976-2016). Task: Predict the product of the given reaction. (1) Given the reactants C(OC([NH:8][CH2:9][C@H:10]1[CH2:15][CH2:14][C@H:13]([C:16]([NH:18][C@H:19]([C:49](=[O:62])[NH:50][C:51]2[CH:56]=[CH:55][C:54]([C:57]3[N:58]=[N:59][NH:60][N:61]=3)=[CH:53][CH:52]=2)[CH2:20][C:21]2[CH:26]=[CH:25][C:24]([C:27]3[CH:32]=[CH:31][C:30]([C:33]([NH:35][C@@H:36]4[CH2:40][CH2:39][N:38](C(OC(C)(C)C)=O)[CH2:37]4)=[O:34])=[CH:29][C:28]=3[Cl:48])=[CH:23][CH:22]=2)=[O:17])[CH2:12][CH2:11]1)=O)(C)(C)C.Cl, predict the reaction product. The product is: [ClH:48].[NH2:8][CH2:9][C@H:10]1[CH2:15][CH2:14][C@H:13]([C:16]([NH:18][C@H:19]([C:49](=[O:62])[NH:50][C:51]2[CH:52]=[CH:53][C:54]([C:57]3[N:58]=[N:59][NH:60][N:61]=3)=[CH:55][CH:56]=2)[CH2:20][C:21]2[CH:26]=[CH:25][C:24]([C:27]3[CH:32]=[CH:31][C:30]([C:33]([NH:35][C@@H:36]4[CH2:40][CH2:39][NH:38][CH2:37]4)=[O:34])=[CH:29][C:28]=3[Cl:48])=[CH:23][CH:22]=2)=[O:17])[CH2:12][CH2:11]1. (2) The product is: [Cl:20][C:6]1[CH:5]=[N:4][CH:3]=[C:2]([Cl:1])[C:7]=1[CH2:8][N:9]([C:10]1[CH:15]=[CH:14][C:13]([O:16][CH3:17])=[C:12]([O:18][CH3:19])[CH:11]=1)[CH2:32][C:31]1[CH:34]=[CH:35][C:28]([F:27])=[CH:29][CH:30]=1. Given the reactants [Cl:1][C:2]1[CH:3]=[N:4][CH:5]=[C:6]([Cl:20])[C:7]=1[CH2:8][NH:9][C:10]1[CH:15]=[CH:14][C:13]([O:16][CH3:17])=[C:12]([O:18][CH3:19])[CH:11]=1.C([O-])([O-])=O.[K+].[K+].[F:27][C:28]1[CH:35]=[CH:34][C:31]([CH2:32]Br)=[CH:30][CH:29]=1, predict the reaction product. (3) Given the reactants P(Cl)(Cl)(Cl)=O.[CH3:6][N:7]([CH2:9][CH:10]1[CH2:12][CH:11]1[C:13]1[CH:14]=[C:15]2[C:19](=[CH:20][CH:21]=1)[NH:18][CH:17]=[CH:16]2)[CH3:8].[OH-].[Na+].CN([CH:27]=[O:28])C, predict the reaction product. The product is: [CH3:8][N:7]([CH2:9][CH:10]1[CH2:12][CH:11]1[C:13]1[CH:14]=[C:15]2[C:19](=[CH:20][CH:21]=1)[NH:18][CH:17]=[C:16]2[CH:27]=[O:28])[CH3:6]. (4) Given the reactants [Na].[S:2]1C=CC=C1CC(O)=O.Br[CH2:12][CH2:13][CH2:14][CH2:15][CH2:16][CH2:17][CH2:18][CH2:19][CH2:20][CH2:21][CH2:22][CH2:23][CH2:24][CH2:25][CH2:26][CH2:27][OH:28].[OH-].[Na+].Cl, predict the reaction product. The product is: [SH:2][CH2:12][CH2:13][CH2:14][CH2:15][CH2:16][CH2:17][CH2:18][CH2:19][CH2:20][CH2:21][CH2:22][CH2:23][CH2:24][CH2:25][CH2:26][CH2:27][OH:28].